Dataset: Forward reaction prediction with 1.9M reactions from USPTO patents (1976-2016). Task: Predict the product of the given reaction. (1) Given the reactants [OH-].[Na+].[CH3:3][O:4][CH2:5][CH2:6][O:7][CH2:8][O:9][C:10]1[CH:11]=[C:12]2[C:17](=[CH:18][CH:19]=1)[CH:16]=[C:15]([C:20]([O:22]C)=[O:21])[CH:14]=[CH:13]2.Cl, predict the reaction product. The product is: [CH3:3][O:4][CH2:5][CH2:6][O:7][CH2:8][O:9][C:10]1[CH:11]=[C:12]2[C:17](=[CH:18][CH:19]=1)[CH:16]=[C:15]([C:20]([OH:22])=[O:21])[CH:14]=[CH:13]2. (2) Given the reactants [Cl-].[Cl:2][C:3](=[O:9])[CH2:4][N+:5]([CH3:8])([CH3:7])[CH3:6].[CH3:10][C:11]1[CH:15]=[C:14]([CH3:16])[NH:13][C:12]=1/[CH:17]=[C:18]1\[C:19](=[O:29])[N:20]([CH2:27][OH:28])[C:21]2[C:26]\1=[CH:25][CH:24]=[CH:23][CH:22]=2, predict the reaction product. The product is: [Cl-:2].[CH3:10][C:11]1[CH:15]=[C:14]([CH3:16])[NH:13][C:12]=1/[CH:17]=[C:18]1\[C:19](=[O:29])[N:20]([CH2:27][O:28][C:3](=[O:9])[CH2:4][N+:5]([CH3:8])([CH3:7])[CH3:6])[C:21]2[C:26]\1=[CH:25][CH:24]=[CH:23][CH:22]=2. (3) Given the reactants Cl[C:2]1[C:7]([N+:8]([O-:10])=[O:9])=[CH:6][CH:5]=[CH:4][N:3]=1.C([O-])([O-])=O.[Na+].[Na+].[CH2:17]([SH:24])[C:18]1[CH:23]=[CH:22][CH:21]=[CH:20][CH:19]=1, predict the reaction product. The product is: [CH2:17]([S:24][C:2]1[C:7]([N+:8]([O-:10])=[O:9])=[CH:6][CH:5]=[CH:4][N:3]=1)[C:18]1[CH:23]=[CH:22][CH:21]=[CH:20][CH:19]=1. (4) Given the reactants C(OC([N:6]1[CH2:12][CH2:11][CH2:10][N:9]([C:13]2[N:17]([CH2:18][C:19]3[O:20][C:21]([CH2:24][OH:25])=[CH:22][CH:23]=3)[C:16]3[CH:26]=[CH:27][CH:28]=[CH:29][C:15]=3[N:14]=2)[CH2:8][CH2:7]1)=O)C.[OH-].[Na+].C(OCC)(=O)C, predict the reaction product. The product is: [OH:25][CH2:24][C:21]1[O:20][C:19]([CH2:18][N:17]2[C:16]3[CH:26]=[CH:27][CH:28]=[CH:29][C:15]=3[N:14]=[C:13]2[N:9]2[CH2:10][CH2:11][CH2:12][NH:6][CH2:7][CH2:8]2)=[CH:23][CH:22]=1. (5) Given the reactants Cl[C:2]1[NH:6][C:5]2[CH:7]=[C:8]([B:11]3[O:15][C:14]([CH3:17])([CH3:16])[C:13]([CH3:19])([CH3:18])[O:12]3)[CH:9]=[CH:10][C:4]=2[N:3]=1.[NH2:20][C:21]1[CH:26]=[CH:25][CH:24]=[CH:23][CH:22]=1, predict the reaction product. The product is: [C:21]1([NH:20][C:2]2[NH:6][C:5]3[CH:7]=[C:8]([B:11]4[O:15][C:14]([CH3:17])([CH3:16])[C:13]([CH3:19])([CH3:18])[O:12]4)[CH:9]=[CH:10][C:4]=3[N:3]=2)[CH:26]=[CH:25][CH:24]=[CH:23][CH:22]=1. (6) Given the reactants [F:1][C:2]1[CH:14]=[C:13]([N+:15]([O-])=O)[CH:12]=[CH:11][C:3]=1[CH2:4][N:5]1[CH2:10][CH2:9][O:8][CH2:7][CH2:6]1.C(O)C.O.NN, predict the reaction product. The product is: [F:1][C:2]1[CH:14]=[C:13]([NH2:15])[CH:12]=[CH:11][C:3]=1[CH2:4][N:5]1[CH2:10][CH2:9][O:8][CH2:7][CH2:6]1.